Dataset: Reaction yield outcomes from USPTO patents with 853,638 reactions. Task: Predict the reaction yield, written as a fraction of the theoretical maximum amount of product (1.0 means a 100% yield; for example, 0.34 means a 34% yield). (1) The reactants are C(N1C=CN=C1)(N1[CH:7]=[CH:6]N=C1)=O.[OH:13]CC1CC1.[Cl:18][C:19]1[CH:20]=[C:21]([C@@H:26]2[C@@H:30]([NH:31][CH3:32])[CH2:29][N:28]([C:33]([CH:35]3[CH2:40][CH2:39][N:38]([C:41]([C:43]4([CH3:46])[CH2:45][CH2:44]4)=[O:42])[CH2:37][CH2:36]3)=[O:34])[CH2:27]2)[CH:22]=[CH:23][C:24]=1[Cl:25].O1[CH2:52][CH2:51][O:50][CH2:49]C1. The catalyst is C(OCC)(=O)C. The product is [CH:52]1([CH2:51][O:50][C:49](=[O:13])[N:31]([C@@H:30]2[C@@H:26]([C:21]3[CH:22]=[CH:23][C:24]([Cl:25])=[C:19]([Cl:18])[CH:20]=3)[CH2:27][N:28]([C:33]([CH:35]3[CH2:40][CH2:39][N:38]([C:41]([C:43]4([CH3:46])[CH2:44][CH2:45]4)=[O:42])[CH2:37][CH2:36]3)=[O:34])[CH2:29]2)[CH3:32])[CH2:7][CH2:6]1. The yield is 0.340. (2) The reactants are Cl.[CH3:2][C:3]1[O:4][C:5]2[C:14]3[CH:13]([CH2:15][CH2:16][NH2:17])[CH2:12][CH2:11][C:10]=3[CH:9]=[CH:8][C:6]=2[N:7]=1.C(N(CC)CC)C.[C:25]([O:28][CH:29]([CH3:33])[C:30](Cl)=[O:31])(=[O:27])[CH3:26]. The catalyst is O1CCCC1. The product is [C:25]([O:28][CH:29]([CH3:33])[C:30]([NH:17][CH2:16][CH2:15][CH:13]1[C:14]2[C:5]3[O:4][C:3]([CH3:2])=[N:7][C:6]=3[CH:8]=[CH:9][C:10]=2[CH2:11][CH2:12]1)=[O:31])(=[O:27])[CH3:26]. The yield is 0.400.